From a dataset of PAMPA (Parallel Artificial Membrane Permeability Assay) permeability data from NCATS. Regression/Classification. Given a drug SMILES string, predict its absorption, distribution, metabolism, or excretion properties. Task type varies by dataset: regression for continuous measurements (e.g., permeability, clearance, half-life) or binary classification for categorical outcomes (e.g., BBB penetration, CYP inhibition). Dataset: pampa_ncats. (1) The molecule is CC1=C(NC(=C1C(=O)C)C)C(=O)NC2=CC(=CC=C2)[S+](=O)(N3CCC(CC3)(F)F)[O-]. The result is 1 (high permeability). (2) The drug is C1=CC(=CC=C1NCC2=C(C(=CC(=C2)F)Cl)O)[S+](=O)(NC3=NC=CS3)[O-]. The result is 1 (high permeability). (3) The compound is C1C(C2=C(NC1=O)N=C(S2)N)C3=C(C=CC(=C3)Cl)F. The result is 1 (high permeability). (4) The molecule is COC1=C(C=C(C=C1)NC(=O)C2=CC=CC=C2)S(=O)(=O)NC3=CC=C(C=C3)Br. The result is 1 (high permeability). (5) The result is 1 (high permeability). The drug is C1CN(CCN1C2=CC=C(C=C2)O)C(=O)C3=CC4=CC=CC=C4C=C3. (6) The drug is CN1C(=NN=N1)SC2=NC=NC3=C2C(=CS3)C4=CC=CC=C4F. The result is 1 (high permeability).